Dataset: Experimentally validated miRNA-target interactions with 360,000+ pairs, plus equal number of negative samples. Task: Binary Classification. Given a miRNA mature sequence and a target amino acid sequence, predict their likelihood of interaction. (1) The miRNA is mmu-miR-374c-5p with sequence AUAAUACAACCUGCUAAGUG. The protein sequence of the target gene is MPGPTPSGTNVGSSGRSPSKAVAARAAGSTVRQRKNASCGTRSAGRTTSAGTGGMWRFYTEDSPGLKVGPVPVLVMSLLFIAAVFMLHIWGKYTRS. Result: 1 (interaction). (2) The miRNA is hsa-miR-544b with sequence ACCUGAGGUUGUGCAUUUCUAA. The protein sequence of the target gene is MLKSKTFLKKTRAGGVMKIVREHYLRDDIGCGAPGCAACGGAHEGPALEPQPQDPASSVCPQPHYLLPDTNVLLHQIDVLEDPAIRNVIVLQTVLQEVRNRSAPVYKRIRDVTNNQEKHFYTFTNEHHRETYVEQEQGENANDRNDRAIRVAAKWYNEHLKKMSADNQLQVIFITNDRRNKEKAIEEGIPAFTCEEYVKSLTANPELIDRLACLSEEGNEIESGKIIFSEHLPLSKLQQGIKSGTYLQGTFRASRENYLEATVWIHGDNEENKEIILQGLKHLNRAVHEDIVAVELLPKS.... Result: 0 (no interaction). (3) The miRNA is hsa-miR-3943 with sequence UAGCCCCCAGGCUUCACUUGGCG. The protein sequence of the target gene is MEGGCGSQWKAAGFLFCVMVFASAERPVFTNHFLVELHKDGEEEARQVAAEHGFGVRKLPFAEGLYHFYHNGLAKAKRRRSLHHKRQLERDPRIKMALQQEGFDRKKRGYRDINEIDINMNDPLFTKQWYLFNTGQADGTPGLDLNVAEAWELGYTGKGVTIGIMDDGIDYLHPDLAYNYNADASYDFSSNDPYPYPRYTDDWFNSHGTRCAGEVSAAASNNICGVGVAYNSKVAGIRMLDQPFMTDIIEASSISHMPQLIDIYSASWGPTDNGKTVDGPRELTLQAMADGVNKGRGGKG.... Result: 0 (no interaction). (4) The miRNA is hsa-miR-6513-5p with sequence UUUGGGAUUGACGCCACAUGUCU. The protein sequence of the target gene is MAASAGGPGSWSENILEYFLRNSQITAEDGAEITWYHAANHKAQTNEALKSTAHMIEADVLLPSDGSEHSQPIMAHPPETNSDNTLQEWLTEVMKSNKGIKLDFKSLAVVEPSMMLLENVKRHLKRPVWINADILPGPNGNSKVIDAKPFLDTVISFFPDVTFSLGWTTGWHPEKVNEGYSWTMVKEMEYICNELSQPVTFPVRAALVRQSCSQLLWLLKKSNRYSLTIWTGKNDNYSVEDLLYIRDHFDKKQVFYDILEPQNHEFKQAIGIKVNL. Result: 1 (interaction). (5) The protein sequence of the target gene is MPPATGGGLAESELRPRRGRCGPQAARAAGRDVAAEAVARSPKRPAWGSRRFEAVGWWALLALVTLLSFATRFHRLDEPPHICWDETHFGKMGSYYINRTFFFDVHPPLGKMLIGLAGYLSGYDGTFLFQKPGDKYEHHSYMGMRGFCAFLGSWLVPFAYLTVLDLSKSLSAALLTAALLTFDTGCLTLSQYILLDPILMFFIMAAMLSMVKYNSCADRPFSAPWWFWLSLTGVSLAGALGVKFVGLFIILQVGLNTIADLWYLFGDLSLSLVTVGKHLTARVLCLIVLPLALYTATFAV.... Result: 0 (no interaction). The miRNA is mmu-miR-344f-3p with sequence CUCUAGCCAGGACCUGACUAC.